From a dataset of NCI-60 drug combinations with 297,098 pairs across 59 cell lines. Regression. Given two drug SMILES strings and cell line genomic features, predict the synergy score measuring deviation from expected non-interaction effect. Drug 1: CC1=C(C=C(C=C1)C(=O)NC2=CC(=CC(=C2)C(F)(F)F)N3C=C(N=C3)C)NC4=NC=CC(=N4)C5=CN=CC=C5. Drug 2: CC12CCC3C(C1CCC2O)C(CC4=C3C=CC(=C4)O)CCCCCCCCCS(=O)CCCC(C(F)(F)F)(F)F. Cell line: KM12. Synergy scores: CSS=0.810, Synergy_ZIP=8.48, Synergy_Bliss=7.42, Synergy_Loewe=4.08, Synergy_HSA=1.49.